From a dataset of Reaction yield outcomes from USPTO patents with 853,638 reactions. Predict the reaction yield, written as a fraction of the theoretical maximum amount of product (1.0 means a 100% yield; for example, 0.34 means a 34% yield). (1) The reactants are [OH:1][C:2]1[CH:7]=[CH:6][C:5]([C:8]2[CH:13]=[CH:12][C:11]([O:14][C:15](=[O:31])[C:16]3[CH:21]=[CH:20][C:19]([O:22][CH2:23][CH2:24][CH2:25][CH2:26][CH2:27][CH2:28][CH2:29][CH3:30])=[CH:18][CH:17]=3)=[CH:10][CH:9]=2)=[CH:4][CH:3]=1.[Br:32][CH2:33][CH2:34][CH2:35][CH2:36][CH2:37][CH2:38][CH2:39][CH2:40][CH2:41][CH2:42][CH2:43]Br.C([O-])([O-])=O.[K+].[K+]. The yield is 0.850. The product is [Br:32][CH2:33][CH2:34][CH2:35][CH2:36][CH2:37][CH2:38][CH2:39][CH2:40][CH2:41][CH2:42][CH2:43][O:1][C:2]1[CH:3]=[CH:4][C:5]([C:8]2[CH:13]=[CH:12][C:11]([O:14][C:15](=[O:31])[C:16]3[CH:21]=[CH:20][C:19]([O:22][CH2:23][CH2:24][CH2:25][CH2:26][CH2:27][CH2:28][CH2:29][CH3:30])=[CH:18][CH:17]=3)=[CH:10][CH:9]=2)=[CH:6][CH:7]=1. The catalyst is CC(=O)CC. (2) The reactants are [C:1](O)(=O)C.FC(F)(F)C(O)=O.[CH3:12][O:13][C:14]1[CH:15]=[C:16]([CH2:22][CH2:23][NH2:24])[CH:17]=[CH:18][C:19]=1[O:20][CH3:21].C1N2CN3CN(C2)CN1C3. The catalyst is O. The product is [CH3:12][O:13][C:14]1[CH:15]=[C:16]2[C:17](=[CH:18][C:19]=1[O:20][CH3:21])[CH:1]=[N:24][CH2:23][CH2:22]2. The yield is 0.950. (3) The reactants are [Cl:1][C:2]1[CH:3]=[C:4]2[C:8](=[CH:9][CH:10]=1)[NH:7][CH:6]=[C:5]2[CH2:11][CH2:12][NH:13][C:14](=[O:23])[C:15]1[CH:20]=[CH:19][CH:18]=[C:17]([CH2:21]Cl)[CH:16]=1.[C:24]([C:26]1[CH:27]=[C:28](B(O)O)[CH:29]=[CH:30][CH:31]=1)#[N:25].C(=O)([O-])[O-].[Na+].[Na+].[I-].[Na+]. The catalyst is C(COC)OC.O.C1C=CC([P]([Pd]([P](C2C=CC=CC=2)(C2C=CC=CC=2)C2C=CC=CC=2)([P](C2C=CC=CC=2)(C2C=CC=CC=2)C2C=CC=CC=2)[P](C2C=CC=CC=2)(C2C=CC=CC=2)C2C=CC=CC=2)(C2C=CC=CC=2)C2C=CC=CC=2)=CC=1. The product is [Cl:1][C:2]1[CH:3]=[C:4]2[C:8](=[CH:9][CH:10]=1)[NH:7][CH:6]=[C:5]2[CH2:11][CH2:12][NH:13][C:14](=[O:23])[C:15]1[CH:20]=[CH:19][CH:18]=[C:17]([CH2:21][C:30]2[CH:29]=[CH:28][CH:27]=[C:26]([C:24]#[N:25])[CH:31]=2)[CH:16]=1. The yield is 0.210. (4) The product is [C:1]([O:9][C@@H:10]1[C@H:14]([O:15][C:16](=[O:23])[C:17]2[CH:22]=[CH:21][CH:20]=[CH:19][CH:18]=2)[C@@H:13]([C:24]([NH:26][CH2:27][CH3:28])=[O:25])[O:12][C@H:11]1[N:29]1[CH:37]=[N:36][C:35]2[C:30]1=[N:31][C:32]([I:39])=[N:33][C:34]=2[NH:49][CH2:48][CH:47]([C:43]1[CH:44]=[CH:45][CH:46]=[C:41]([CH3:40])[CH:42]=1)[C:50]1[CH:55]=[CH:54][CH:53]=[C:52]([CH3:56])[CH:51]=1)(=[O:8])[C:2]1[CH:7]=[CH:6][CH:5]=[CH:4][CH:3]=1. The catalyst is C(O)(C)C. The yield is 0.870. The reactants are [C:1]([O:9][C@@H:10]1[C@H:14]([O:15][C:16](=[O:23])[C:17]2[CH:22]=[CH:21][CH:20]=[CH:19][CH:18]=2)[C@@H:13]([C:24]([NH:26][CH2:27][CH3:28])=[O:25])[O:12][C@H:11]1[N:29]1[CH:37]=[N:36][C:35]2[C:30]1=[N:31][C:32]([I:39])=[N:33][C:34]=2Cl)(=[O:8])[C:2]1[CH:7]=[CH:6][CH:5]=[CH:4][CH:3]=1.[CH3:40][C:41]1[CH:42]=[C:43]([CH:47]([C:50]2[CH:55]=[CH:54][CH:53]=[C:52]([CH3:56])[CH:51]=2)[CH2:48][NH2:49])[CH:44]=[CH:45][CH:46]=1. (5) The reactants are [C:1]1([N:7]2[C:11]3[CH2:12][NH:13][CH2:14][CH2:15][C:10]=3[N:9]=[CH:8]2)[CH:6]=[CH:5][CH:4]=[CH:3][CH:2]=1.[Cl:16][C:17]1[CH:22]=[CH:21][CH:20]=[C:19]([N:23]=[C:24]=[O:25])[CH:18]=1.O. The catalyst is C(Cl)Cl. The product is [Cl:16][C:17]1[CH:18]=[C:19]([NH:23][C:24]([N:13]2[CH2:14][CH2:15][C:10]3[N:9]=[CH:8][N:7]([C:1]4[CH:2]=[CH:3][CH:4]=[CH:5][CH:6]=4)[C:11]=3[CH2:12]2)=[O:25])[CH:20]=[CH:21][CH:22]=1. The yield is 0.473. (6) The reactants are [CH2:1]([O:8][N:9]1[C:15](=[O:16])[N:14]2[CH2:17][C@H:10]1[CH2:11][CH2:12][C@H:13]2[C:18]([OH:20])=O)[C:2]1[CH:7]=[CH:6][CH:5]=[CH:4][CH:3]=1.[NH2:21][O:22][CH:23]1[CH2:28][CH2:27][N:26]([C:29]([O:31][C:32]([CH3:35])([CH3:34])[CH3:33])=[O:30])[CH2:25][CH2:24]1.ON1C2C=CC=CC=2N=N1.Cl.C(N=C=NCCCN(C)C)C. The catalyst is C(Cl)Cl. The product is [CH2:1]([O:8][N:9]1[C:15](=[O:16])[N:14]2[CH2:17][C@H:10]1[CH2:11][CH2:12][C@H:13]2[C:18]([NH:21][O:22][CH:23]1[CH2:24][CH2:25][N:26]([C:29]([O:31][C:32]([CH3:35])([CH3:34])[CH3:33])=[O:30])[CH2:27][CH2:28]1)=[O:20])[C:2]1[CH:3]=[CH:4][CH:5]=[CH:6][CH:7]=1. The yield is 0.980. (7) The reactants are Br.Br[CH2:3][C:4]([C:6]1[CH:11]=[CH:10][N:9]=[CH:8][CH:7]=1)=O.[CH3:12][C:13]1[CH:18]=[CH:17][CH:16]=[CH:15][C:14]=1[NH:19][C:20]([NH2:22])=[S:21].N. The catalyst is CCO.O. The product is [CH3:12][C:13]1[CH:18]=[CH:17][CH:16]=[CH:15][C:14]=1[NH:19][C:20]1[S:21][CH:3]=[C:4]([C:6]2[CH:11]=[CH:10][N:9]=[CH:8][CH:7]=2)[N:22]=1. The yield is 0.870.